From a dataset of Experimentally validated miRNA-target interactions with 360,000+ pairs, plus equal number of negative samples. Binary Classification. Given a miRNA mature sequence and a target amino acid sequence, predict their likelihood of interaction. (1) The miRNA is mmu-miR-1195 with sequence UGAGUUCGAGGCCAGCCUGCUCA. The protein sequence of the target gene is MSEFWLISAPGDKENLQALERMNTVTSKSNLSYNTKFAIPDFKVGTLDSLVGLSDELGKLDTFAESLIRRMAQSVVEVMEDSKGKVQEHLLANGVDLTSFVTHFEWDMAKYPVKQPLVSVVDTIAKQLAQIEMDLKSRTAAYNTLKTNLENLEKKSMGNLFTRTLSDIVSKEDFVLDSEYLVTLLVIVPKPNYSQWQKTYESLSDMVVPRSTKLITEDKEGGLFTVTLFRKVIEDFKTKAKENKFTVREFYYDEKEIEREREEMARLLSDKKQQYQTSCVALKKGSSTFPDHKVKVTPLG.... Result: 0 (no interaction). (2) The miRNA is mmu-miR-297a-3p with sequence UAUACAUACACACAUACCCAUA. The protein sequence of the target gene is MPSEGRCWETLKALRSSDKGRLCYYRDWLLRREDVLEECMSLPKLSSYSGWVVEHVLPHMQENQPLSETSPSSTSASALDQPSFVPKSPDASSAFSPASPATPNGTKGKDESQHTESMVLQSSRGIKVEGCVRMYELVHRMKGTEGLRLWQEEQERKVQALSEMASEQLKRFDEWKELKQHKEFQDLREVMEKSSREALGHQEKLKAEHRHRAKILNLKLREAEQQRVKQAEQERLRKEEGQIRLRALYALQEEMLQLSQQLDASEQHKALLKVDLAAFQTRGNQLCSLISGIIRASSES.... Result: 0 (no interaction). (3) The miRNA is hsa-miR-517-5p with sequence CCUCUAGAUGGAAGCACUGUCU. The protein sequence of the target gene is MKLYCLSGHPTLPCNVLKFKSTTIMLDCGLDMTSTLNFLPLPLVQSPRLSNLPGWSLKDGNAFLDKELKECSGHVFVDSVPEFCLPETELIDLSTVDVILISNYHCMMALPYITEHTGFTGTVYATEPTMQIGRLLMEELVNFIERVPKAQSASLWKNKDIQRLLPSPLKDAVEVSTWRRCYTMQEVNSALSKIQLVGYSQKIELFGAVQVTPLSSGYALGSSNWIIQSHYEKVSYVSGSSLLTTHPQPMDQASLKNSDVLILTGLTQIPTANPDGMVGEFCSNLALTVRNGGNVLVPCY.... Result: 0 (no interaction). (4) The miRNA is hsa-miR-186-5p with sequence CAAAGAAUUCUCCUUUUGGGCU. The protein sequence of the target gene is MSQVKSSYSYDAPSDFINFSSLDDEGDTQNIDSWFEEKANLENKLLGKNGTGGLFQGKTPLRKANLQQAIVTPLKPVDNTYYKEAEKENLVEQSIPSNACSSLEVEAAISRKTPAQPQRRSLRLSAQKDLEQKEKHHVKMKAKRCATPVIIDEILPSKKMKVSNNKKKPEEEGSAHQDTAEKNASSPEKAKGRHTVPCMPPAKQKFLKSTEEQELEKSMKMQQEVVEMRKKNEEFKKLALAGIGQPVKKSVSQVTKSVDFHFRTDERIKQHPKNQEEYKEVNFTSELRKHPSSPARVTKG.... Result: 0 (no interaction). (5) The miRNA is cel-miR-229-5p with sequence AAUGACACUGGUUAUCUUUUCCAUCG. The protein sequence of the target gene is MNNFGNEEFDCHFLDEGFTAKDILDQKINEVSSSDDKDAFYVADLGDILKKHLRWLKALPRVTPFYAVKCNDSKAIVKTLAATGTGFDCASKTEIQLVQSLGVPPERIIYANPCKQVSQIKYAANNGVQMMTFDSEVELMKVARAHPKAKLVLRIATDDSKAVCRLSVKFGATLRTSRLLLERAKELNIDVVGVSFHVGSGCTDPETFVQAISDARCVFDMGAEVGFSMYLLDIGGGFPGSEDVKLKFEEITGVINPALDKYFPSDSGVRIIAEPGRYYVASAFTLAVNIIAKKIVLKEQ.... Result: 0 (no interaction). (6) The miRNA is rno-miR-29b-1-5p with sequence UUUCAUAUGGUGGUUUAGAUUU. The protein sequence of the target gene is MKAIIHLTLLALLSVNTATNQGNSADAVTTTETATSGPTVAAADTTETNFPETASTTANTPSFPTATSPAPPIISTHSSSTIPTPAPPIISTHSSSTIPIPTAADSESTTNVNSLATSDIITASSPNDGLITMVPSETQSNNEMSPTTEDNQSSGPPTGTALLETSTLNSTGPSNPCQDDPCADNSLCVKLHNTSFCLCLEGYYYNSSTCKKGKVFPGKISVTVSETFDPEEKHSMAYQDLHSEITSLFKDVFGTSVYGQTVILTVSTSLSPRSEMRADDKFVNVTIVTILAETTSDNEK.... Result: 0 (no interaction). (7) The miRNA is mmu-miR-883a-3p with sequence UAACUGCAACAGCUCUCAGUAU. The protein sequence of the target gene is MKALSPVRGCYEAVCCLSERSLAIARGRGKSPSTEEPLSLLDDMNHCYSRLRELVPGVPRGTQLSQVEILQRVIDYILDLQVVLAEPAPGPPDGPHLPIQTAELTPELVISKDKRSFCH. Result: 0 (no interaction).